From a dataset of CYP2C19 inhibition data for predicting drug metabolism from PubChem BioAssay. Regression/Classification. Given a drug SMILES string, predict its absorption, distribution, metabolism, or excretion properties. Task type varies by dataset: regression for continuous measurements (e.g., permeability, clearance, half-life) or binary classification for categorical outcomes (e.g., BBB penetration, CYP inhibition). Dataset: cyp2c19_veith. (1) The drug is O=C(Nc1ccc2c(c1)nc1n2CCN(C2CCCCC2)C1)NC1CCCCC1. The result is 1 (inhibitor). (2) The molecule is COC(=O)c1c(C)oc2ccc(N(C(=O)c3ccncc3)S(=O)(=O)c3ccccc3)cc12. The result is 1 (inhibitor). (3) The compound is CCc1ccc(NC(=O)c2cc(C(C)C)on2)cc1. The result is 0 (non-inhibitor).